From a dataset of Choline transporter screen with 302,306 compounds. Binary Classification. Given a drug SMILES string, predict its activity (active/inactive) in a high-throughput screening assay against a specified biological target. (1) The compound is Clc1cc(NC(=O)C(OC(=O)C=2OCCOC2)c2ccccc2)cc(Cl)c1. The result is 0 (inactive). (2) The compound is S(=O)(=O)(N(c1ccccc1)C)c1ccc(C(=O)N2CCc3c(C2)cccc3)cc1. The result is 0 (inactive).